This data is from Reaction yield outcomes from USPTO patents with 853,638 reactions. The task is: Predict the reaction yield, written as a fraction of the theoretical maximum amount of product (1.0 means a 100% yield; for example, 0.34 means a 34% yield). (1) The reactants are [Cl:1][C:2]1[CH:7]=[C:6](Cl)[CH:5]=[CH:4][N:3]=1.C(=O)([O-])[O-].[K+].[K+].[NH2:15][C:16]1[CH:21]=[CH:20][C:19]([SH:22])=[CH:18][CH:17]=1.O. The catalyst is CN(C)C=O. The product is [Cl:1][C:2]1[CH:7]=[C:6]([S:22][C:19]2[CH:20]=[CH:21][C:16]([NH2:15])=[CH:17][CH:18]=2)[CH:5]=[CH:4][N:3]=1. The yield is 0.560. (2) The reactants are [CH:1]([C:4]1[N:5]=[C:6]([CH2:9]O)[S:7][CH:8]=1)([CH3:3])[CH3:2].C1OCCOCCOCCOCCOCCOC1.[H-].[Na+].[CH:31]1([N:34]2[C:43]3[C:38](=[CH:39][C:40]([F:45])=[C:41](F)[CH:42]=3)[C:37](=[O:46])[C:36](/[CH:47]=[CH:48]/[C:49]([O:51][C:52]([CH3:55])([CH3:54])[CH3:53])=[O:50])=[CH:35]2)[CH2:33][CH2:32]1.[Cl-].[NH4+]. The catalyst is CN(C)C=O. The product is [CH:31]1([N:34]2[C:43]3[C:38](=[CH:39][C:40]([F:45])=[C:41]([CH2:9][C:6]4[S:7][CH:8]=[C:4]([CH:1]([CH3:2])[CH3:3])[N:5]=4)[CH:42]=3)[C:37](=[O:46])[C:36](/[CH:47]=[CH:48]/[C:49]([O:51][C:52]([CH3:55])([CH3:54])[CH3:53])=[O:50])=[CH:35]2)[CH2:33][CH2:32]1. The yield is 0.820. (3) The product is [CH2:34]([N:38]1[CH2:43][CH2:42][N:41]([C:1](=[NH:2])[C:3]2[CH:4]=[C:5]([NH:9][C:10](=[O:33])[NH:11][C:12]3[CH:17]=[CH:16][C:15]([S:18]([NH:21][CH2:22][C:23]4[CH:28]=[CH:27][C:26]([S:29](=[O:31])(=[O:32])[NH2:30])=[CH:25][CH:24]=4)(=[O:20])=[O:19])=[CH:14][CH:13]=3)[CH:6]=[CH:7][CH:8]=2)[CH2:40][C:39]1=[O:44])[CH2:35][CH2:36][CH3:37]. No catalyst specified. The yield is 0.350. The reactants are [C:1]([C:3]1[CH:4]=[C:5]([NH:9][C:10](=[O:33])[NH:11][C:12]2[CH:17]=[CH:16][C:15]([S:18]([NH:21][CH2:22][C:23]3[CH:28]=[CH:27][C:26]([S:29](=[O:32])(=[O:31])[NH2:30])=[CH:25][CH:24]=3)(=[O:20])=[O:19])=[CH:14][CH:13]=2)[CH:6]=[CH:7][CH:8]=1)#[N:2].[CH2:34]([N:38]1[CH2:43][CH2:42][NH:41][CH2:40][C:39]1=[O:44])[CH2:35][CH2:36][CH3:37].